Task: Binary Classification. Given a miRNA mature sequence and a target amino acid sequence, predict their likelihood of interaction.. Dataset: Experimentally validated miRNA-target interactions with 360,000+ pairs, plus equal number of negative samples (1) The miRNA is mmu-miR-466k with sequence UGUGUGUGUACAUGUACAUGUGA. The protein sequence of the target gene is MLDASGCSWAMWTWALLQLLLLVGPGGCLNRQELFPFGPGQGDLELEAGDDVVSPSLELIGELSFYDRTDITSVYVTTNGIIAMSEPPATEYHPGTFPPSFGSVAPFLADLDTTDGLGNVYYREDLSPFIIQMAAEYVQRGFPEVSFQPTSVVVVTWESVAPYGGPSSSPAEEGKRNTFQAVLASSNSSSYAIFLYPEDGLQFFTTFSKKDESQVPAVVGFSKGLVGFLWKSNGAYNIFANDRESIENLAKSSNAGHQGVWVFEIGSPATAKGVVSADVNLDLDDDGADYEDEDYDLVTS.... Result: 1 (interaction). (2) The protein sequence of the target gene is MSAGGPCPAAAGGGPGGASCSVGAPGGVSMFRWLEVLEKEFDKAFVDVDLLLGEIDPDQADITYEGRQKMTSLSSCFAQLCHKAQSVSQINHKLEAQLVDLKSELTETQAEKVVLEKEVHDQLLQLHSIQLQLHAKTGQSADSGTIKAKLSGPSVEELERELEANKKEKMKEAQLEAEVKLLRKENEALRRHIAVLQAEVYGARLAAKYLDKELAGRVQQIQLLGRDMKGPAHDKLWNQLEAEIHLHRHKTVIRACRGRNDLKRPMQAPPGHDQDSLKKSQGVGPIRKVLLLKEDHEGLG.... Result: 0 (no interaction). The miRNA is mmu-miR-669f-5p with sequence AGUUGUGUGUGCAUGUGCAUGUGU. (3) The miRNA is hsa-miR-329-3p with sequence AACACACCUGGUUAACCUCUUU. The protein sequence of the target gene is MATCAEILRSEFPEIDGQVFDYVTGVLHSGSADFESVDDLVEAVGELLQEVSGDSKDDAGIRAVCQRMYNTLRLAEPQSQGNSQVLLDAPIQLSKITENYDCGTKLPGLLKREQSSTVNAKKLEKAEARLKAKQEKRSEKDTLKTSNPLVLEEASASQAGSRKESRLESSGKNKSYDVRIENFDVSFGDRVLLAGADVNLAWGRRYGLVGRNGLGKTTLLKMLATRSLRVPAHISLLHVEQEVAGDDTPALQSVLESDSVREDLLRRERELTAQIAAGRAEGSEAAELAEIYAKLEEIEA.... Result: 1 (interaction). (4) The miRNA is hsa-miR-1237-5p with sequence CGGGGGCGGGGCCGAAGCGCG. The protein sequence of the target gene is MGWKPSEARGQSQSFQASGLQPRSLKAARRATGRPDRSRAARPTMDPSAHRSRAAPPNMDPDPQAGVQVGMRVVRGVDWKWGQQDGGEGGVGTVVELGRHGSPSTPDRTVVVQWDQGTRTNYRAGYQGAHDLLLYDNAQIGVRHPNIICDCCKKHGLRGMRWKCRVCLDYDLCTQCYMHNKHELAHAFDRYETAHSRPVTLSPRQGLPRIPLRGIFQGAKVVRGPDWEWGSQDGGEGKPGRVVDIRGWDVETGRSVASVTWADGTTNVYRVGHKGKVDLKCVGEAAGGFYYKDHLPRLGK.... Result: 1 (interaction).